This data is from Forward reaction prediction with 1.9M reactions from USPTO patents (1976-2016). The task is: Predict the product of the given reaction. (1) Given the reactants [Br:1][C:2]1[CH:3]=[C:4]([CH2:8][CH2:9][CH2:10]O)[CH:5]=[CH:6][CH:7]=1.C(N(C(C)C)CC)(C)C.CS(Cl)(=O)=O.Cl.[N:27]1([C:33]([O:35][CH2:36][C:37]([NH:39][CH3:40])=[O:38])=[O:34])[CH2:32][CH2:31][NH:30][CH2:29][CH2:28]1.C(=O)([O-])[O-].[K+].[K+], predict the reaction product. The product is: [Br:1][C:2]1[CH:3]=[C:4]([CH2:8][CH2:9][CH2:10][N:30]2[CH2:29][CH2:28][N:27]([C:33]([O:35][CH2:36][C:37]([NH:39][CH3:40])=[O:38])=[O:34])[CH2:32][CH2:31]2)[CH:5]=[CH:6][CH:7]=1. (2) Given the reactants [OH:1][C:2]1[CH:7]=[C:6]([OH:8])[CH:5]=[CH:4][C:3]=1[C:9](=[O:22])[CH2:10][C:11]1[CH:20]=[CH:19][C:14]([C:15]([O:17][CH3:18])=[O:16])=[CH:13][C:12]=1[F:21].[C:23](O[C:23]([C:25]([F:28])([F:27])[F:26])=O)([C:25]([F:28])([F:27])[F:26])=O, predict the reaction product. The product is: [F:21][C:12]1[CH:13]=[C:14]([CH:19]=[CH:20][C:11]=1[C:10]1[C:9](=[O:22])[C:3]2[C:2](=[CH:7][C:6]([OH:8])=[CH:5][CH:4]=2)[O:1][C:23]=1[C:25]([F:28])([F:27])[F:26])[C:15]([O:17][CH3:18])=[O:16]. (3) Given the reactants Cl[C:2]1[N:10]=[CH:9][CH:8]=[CH:7][C:3]=1[C:4]([OH:6])=O.Cl.[F:12][C:13]1[CH:26]=[CH:25][C:16]([CH2:17][C:18]2([OH:24])[CH2:23][CH2:22][NH:21][CH2:20][CH2:19]2)=[CH:15][CH:14]=1.CN(C(ON1N=N[C:37]2[CH:38]=[CH:39][CH:40]=[N:41][C:36]1=2)=[N+](C)C)C.F[P-](F)(F)(F)(F)F.C(N(CC)CC)C, predict the reaction product. The product is: [N:10]1[CH:9]=[CH:8][CH:7]=[C:3]([C:4]([N:21]2[CH2:20][CH2:19][C:18]([CH2:17][C:16]3[CH:15]=[CH:14][C:13]([F:12])=[CH:26][CH:25]=3)([OH:24])[CH2:23][CH2:22]2)=[O:6])[C:2]=1[C:38]1[CH:37]=[CH:36][N:41]=[CH:40][CH:39]=1. (4) Given the reactants [Cl:1][C:2]1[CH:3]=[C:4]([CH:14]=[C:15]([Cl:18])[C:16]=1[Cl:17])[CH2:5][N:6]1[CH:10]=[C:9]([C:11](=O)[CH3:12])[N:8]=[N:7]1.[N:19]1[CH:24]=[CH:23][N:22]=[CH:21][C:20]=1[NH2:25], predict the reaction product. The product is: [Cl:1][C:2]1[CH:3]=[C:4]([CH:14]=[C:15]([Cl:18])[C:16]=1[Cl:17])[CH2:5][N:6]1[CH:10]=[C:9]([C:11]2[N:25]=[C:20]3[CH:21]=[N:22][CH:23]=[CH:24][N:19]3[CH:12]=2)[N:8]=[N:7]1. (5) Given the reactants C([O:3][C:4]([C:6]1[CH:7]=[CH:8][N:9]2[C:14]=1[C:13]([C:15]1[CH:20]=[CH:19][CH:18]=[CH:17][CH:16]=1)=[CH:12][CH:11]=[CH:10]2)=[O:5])C.[OH-].[Na+], predict the reaction product. The product is: [C:15]1([C:13]2[C:14]3[N:9]([CH:8]=[CH:7][C:6]=3[C:4]([OH:5])=[O:3])[CH:10]=[CH:11][CH:12]=2)[CH:16]=[CH:17][CH:18]=[CH:19][CH:20]=1. (6) Given the reactants [CH3:1][CH:2]([CH3:20])[CH2:3][CH:4]([N:8]1[C:16]2[C:11](=[CH:12][C:13]([CH3:17])=[CH:14][CH:15]=2)[C:10](=O)[C:9]1=[O:19])[C:5]([OH:7])=[O:6].O.NN, predict the reaction product. The product is: [CH3:1][CH:2]([CH3:20])[CH2:3][CH:4]([N:8]1[C:16]2[C:11](=[CH:12][C:13]([CH3:17])=[CH:14][CH:15]=2)[CH2:10][C:9]1=[O:19])[C:5]([OH:7])=[O:6].